This data is from Reaction yield outcomes from USPTO patents with 853,638 reactions. The task is: Predict the reaction yield, written as a fraction of the theoretical maximum amount of product (1.0 means a 100% yield; for example, 0.34 means a 34% yield). (1) The catalyst is CN(C)C=O. The yield is 0.630. The reactants are [CH3:1][S:2][CH3:3].[Na].[Cl:5][C:6]1[CH:7]=[CH:8][C:9]([NH:12][C:13](=[O:24])[C:14]2[CH:19]=C(F)[CH:17]=[CH:16][C:15]=2[N+:21]([O-:23])=[O:22])=[N:10][CH:11]=1. The product is [Cl:5][C:6]1[CH:7]=[CH:8][C:9]([NH:12][C:13](=[O:24])[C:14]2[CH:19]=[C:1]([S:2][CH3:3])[CH:17]=[CH:16][C:15]=2[N+:21]([O-:23])=[O:22])=[N:10][CH:11]=1. (2) The reactants are [C:1]([C:3]1[CH:4]=[CH:5][C:6]([O:26][CH3:27])=[C:7]([C:9]2[C:13]([NH:14][C:15]([C:17]3[CH:18]=[N:19][N:20]4[CH:25]=[CH:24][CH:23]=[N:22][C:21]=34)=[O:16])=[CH:12][NH:11][N:10]=2)[CH:8]=1)#[N:2].Cl.Cl[CH2:30][C:31]1[N:35]=[CH:34][N:33]([CH3:36])[N:32]=1.C([O-])([O-])=O.[Cs+].[Cs+]. The catalyst is CN(C=O)C. The product is [C:1]([C:3]1[CH:4]=[CH:5][C:6]([O:26][CH3:27])=[C:7]([C:9]2[C:13]([NH:14][C:15]([C:17]3[CH:18]=[N:19][N:20]4[CH:25]=[CH:24][CH:23]=[N:22][C:21]=34)=[O:16])=[CH:12][N:11]([CH2:30][C:31]3[N:35]=[CH:34][N:33]([CH3:36])[N:32]=3)[N:10]=2)[CH:8]=1)#[N:2]. The yield is 0.230.